Dataset: NCI-60 drug combinations with 297,098 pairs across 59 cell lines. Task: Regression. Given two drug SMILES strings and cell line genomic features, predict the synergy score measuring deviation from expected non-interaction effect. (1) Drug 1: CC1=C(C=C(C=C1)NC(=O)C2=CC=C(C=C2)CN3CCN(CC3)C)NC4=NC=CC(=N4)C5=CN=CC=C5. Drug 2: CC1C(C(CC(O1)OC2CC(CC3=C2C(=C4C(=C3O)C(=O)C5=C(C4=O)C(=CC=C5)OC)O)(C(=O)CO)O)N)O.Cl. Cell line: IGROV1. Synergy scores: CSS=34.4, Synergy_ZIP=0.0118, Synergy_Bliss=4.39, Synergy_Loewe=-26.7, Synergy_HSA=3.55. (2) Drug 1: C1=NC2=C(N1)C(=S)N=C(N2)N. Drug 2: CC(C)(C#N)C1=CC(=CC(=C1)CN2C=NC=N2)C(C)(C)C#N. Cell line: EKVX. Synergy scores: CSS=25.2, Synergy_ZIP=-10.8, Synergy_Bliss=-3.42, Synergy_Loewe=-3.90, Synergy_HSA=-2.78. (3) Drug 1: CNC(=O)C1=CC=CC=C1SC2=CC3=C(C=C2)C(=NN3)C=CC4=CC=CC=N4. Drug 2: C1CC(=O)NC(=O)C1N2C(=O)C3=CC=CC=C3C2=O. Cell line: SK-MEL-2. Synergy scores: CSS=6.26, Synergy_ZIP=0.00380, Synergy_Bliss=4.96, Synergy_Loewe=4.78, Synergy_HSA=3.66. (4) Drug 2: CC1=C(C=C(C=C1)C(=O)NC2=CC(=CC(=C2)C(F)(F)F)N3C=C(N=C3)C)NC4=NC=CC(=N4)C5=CN=CC=C5. Cell line: SK-OV-3. Synergy scores: CSS=8.40, Synergy_ZIP=-3.08, Synergy_Bliss=0.924, Synergy_Loewe=-3.78, Synergy_HSA=0.471. Drug 1: CC1C(C(CC(O1)OC2CC(CC3=C2C(=C4C(=C3O)C(=O)C5=C(C4=O)C(=CC=C5)OC)O)(C(=O)C)O)N)O.Cl. (5) Drug 1: C1=NC2=C(N1)C(=S)N=C(N2)N. Drug 2: C1=CN(C=N1)CC(O)(P(=O)(O)O)P(=O)(O)O. Cell line: SK-MEL-5. Synergy scores: CSS=38.6, Synergy_ZIP=0.589, Synergy_Bliss=0.585, Synergy_Loewe=-7.65, Synergy_HSA=-0.489. (6) Drug 1: COC1=C(C=C2C(=C1)N=CN=C2NC3=CC(=C(C=C3)F)Cl)OCCCN4CCOCC4. Drug 2: CCC(=C(C1=CC=CC=C1)C2=CC=C(C=C2)OCCN(C)C)C3=CC=CC=C3.C(C(=O)O)C(CC(=O)O)(C(=O)O)O. Cell line: OVCAR3. Synergy scores: CSS=27.4, Synergy_ZIP=-10.1, Synergy_Bliss=-0.811, Synergy_Loewe=-6.15, Synergy_HSA=-1.62.